This data is from KCNQ2 potassium channel screen with 302,405 compounds. The task is: Binary Classification. Given a drug SMILES string, predict its activity (active/inactive) in a high-throughput screening assay against a specified biological target. The compound is O1CCN(C(=O)N2CCN(CC2)C(=O)c2ccccc2)CC1. The result is 0 (inactive).